Dataset: Reaction yield outcomes from USPTO patents with 853,638 reactions. Task: Predict the reaction yield, written as a fraction of the theoretical maximum amount of product (1.0 means a 100% yield; for example, 0.34 means a 34% yield). The reactants are [O:1]=[C:2]1[NH:8][C:7]2[CH:9]=[CH:10][CH:11]=[CH:12][C:6]=2[O:5][C@H:4]([C:13]2[CH:18]=[CH:17][CH:16]=[CH:15][CH:14]=2)[C@@H:3]1[NH:19][C:20](=[O:26])[O:21][C:22]([CH3:25])([CH3:24])[CH3:23].Br[CH2:28][CH:29]1[CH2:31][CH2:30]1.C(=O)([O-])[O-].[Cs+].[Cs+]. The catalyst is CN(C=O)C.O. The product is [CH:29]1([CH2:28][N:8]2[C:7]3[CH:9]=[CH:10][CH:11]=[CH:12][C:6]=3[O:5][C@H:4]([C:13]3[CH:18]=[CH:17][CH:16]=[CH:15][CH:14]=3)[C@H:3]([NH:19][C:20](=[O:26])[O:21][C:22]([CH3:23])([CH3:25])[CH3:24])[C:2]2=[O:1])[CH2:31][CH2:30]1. The yield is 0.920.